This data is from Forward reaction prediction with 1.9M reactions from USPTO patents (1976-2016). The task is: Predict the product of the given reaction. (1) The product is: [C:38]([CH2:37][N:14]([CH2:15][C:16]1[CH:21]=[CH:20][C:19]([CH2:22][N:23]([CH2:31][C:32]2[NH:36][CH:35]=[CH:34][N:33]=2)[CH2:24][C:25]2[N:26]([CH3:30])[CH:27]=[CH:28][N:29]=2)=[CH:18][CH:17]=1)[CH2:13][CH2:12][CH2:11][CH2:10][N:6]([CH2:5][C:4]([OH:43])=[O:3])[CH2:7][CH2:8][CH3:9])([OH:40])=[O:39]. Given the reactants C([O:3][C:4](=[O:43])[CH2:5][N:6]([CH2:10][CH2:11][CH2:12][CH2:13][N:14]([CH2:37][C:38]([O:40]CC)=[O:39])[CH2:15][C:16]1[CH:21]=[CH:20][C:19]([CH2:22][N:23]([CH2:31][C:32]2[NH:33][CH:34]=[CH:35][N:36]=2)[CH2:24][C:25]2[N:26]([CH3:30])[CH:27]=[CH:28][N:29]=2)=[CH:18][CH:17]=1)[CH2:7][CH2:8][CH3:9])C, predict the reaction product. (2) Given the reactants [Cl:1][CH2:2][C:3]1[N:8]=[C:7]([C:9](Cl)=[O:10])[CH:6]=[CH:5][CH:4]=1.[C:12]1([S:18]([N:21]2[C:29]3[CH:28]=[C:27]([C:30]4[CH:31]=[C:32]5[CH:38]=[N:37][N:36]([S:39]([C:42]6[CH:47]=[CH:46][CH:45]=[CH:44][CH:43]=6)(=[O:41])=[O:40])[C:33]5=[N:34][CH:35]=4)[CH:26]=[C:25]([NH2:48])[C:24]=3[CH:23]=[N:22]2)(=[O:20])=[O:19])[CH:17]=[CH:16][CH:15]=[CH:14][CH:13]=1.CCN(C(C)C)C(C)C.O, predict the reaction product. The product is: [Cl:1][CH2:2][C:3]1[N:8]=[C:7]([C:9]([NH:48][C:25]2[CH:26]=[C:27]([C:30]3[CH:31]=[C:32]4[CH:38]=[N:37][N:36]([S:39]([C:42]5[CH:43]=[CH:44][CH:45]=[CH:46][CH:47]=5)(=[O:41])=[O:40])[C:33]4=[N:34][CH:35]=3)[CH:28]=[C:29]3[C:24]=2[CH:23]=[N:22][N:21]3[S:18]([C:12]2[CH:17]=[CH:16][CH:15]=[CH:14][CH:13]=2)(=[O:20])=[O:19])=[O:10])[CH:6]=[CH:5][CH:4]=1. (3) The product is: [Br:13][C:9]1[CH:10]=[C:2]([Cl:1])[C:3]([O:11][CH3:12])=[CH:4][C:5]=1[C:6]([OH:8])=[O:7]. Given the reactants [Cl:1][C:2]1[CH:10]=[CH:9][C:5]([C:6]([OH:8])=[O:7])=[CH:4][C:3]=1[O:11][CH3:12].[Br:13]Br, predict the reaction product. (4) Given the reactants C([NH:8][C:9]1[C:10]([CH3:28])=[C:11]([CH3:27])[C:12]2[O:16][C:15]([CH3:18])([CH3:17])[CH:14]([C:19]3[CH:24]=[CH:23][C:22]([CH3:25])=[CH:21][CH:20]=3)[C:13]=2[CH:26]=1)C1C=CC=CC=1.Cl, predict the reaction product. The product is: [CH3:17][C:15]1([CH3:18])[CH:14]([C:19]2[CH:20]=[CH:21][C:22]([CH3:25])=[CH:23][CH:24]=2)[C:13]2[CH:26]=[C:9]([NH2:8])[C:10]([CH3:28])=[C:11]([CH3:27])[C:12]=2[O:16]1. (5) Given the reactants [NH2:1][C:2]1[CH:3]=[C:4]([N:8]2[C:13](=[O:14])[C:12]([CH2:15][C:16]3[CH:21]=[CH:20][CH:19]=[CH:18][CH:17]=3)=[N:11][C:10]3[CH:22]=[CH:23][CH:24]=[N:25][C:9]2=3)[CH:5]=[CH:6][CH:7]=1.C(N(CC)CC)C.CO[C:35](=[O:39])[C:36](Cl)=[O:37].[C:40](=O)(O)[O-:41].[Na+], predict the reaction product. The product is: [CH2:15]([C:12]1[C:13](=[O:14])[N:8]([C:4]2[CH:5]=[CH:6][CH:7]=[C:2]([N:1]([O:41][CH3:40])[C:35](=[O:39])[CH:36]=[O:37])[CH:3]=2)[C:9]2[N:25]=[CH:24][CH:23]=[CH:22][C:10]=2[N:11]=1)[C:16]1[CH:21]=[CH:20][CH:19]=[CH:18][CH:17]=1. (6) Given the reactants [C:1]([O:5][C@@H:6]([C:12]1[C:13]([CH3:34])=[N:14][C:15]([CH3:33])=[C:16]([C:26]2[CH:31]=[CH:30][C:29]([OH:32])=[CH:28][CH:27]=2)[C:17]=1[N:18]1[CH2:23][CH2:22][C:21]([CH3:25])([CH3:24])[CH2:20][CH2:19]1)[C:7]([O:9][CH2:10][CH3:11])=[O:8])([CH3:4])([CH3:3])[CH3:2].O[CH2:36][CH2:37][C:38]1[CH:45]=[CH:44][C:41]([C:42]#[N:43])=[CH:40][CH:39]=1.C1C=CC(P(C2C=CC=CC=2)C2C=CC=CC=2)=CC=1.CCOC(/N=N/C(OCC)=O)=O, predict the reaction product. The product is: [C:1]([O:5][C@@H:6]([C:12]1[C:13]([CH3:34])=[N:14][C:15]([CH3:33])=[C:16]([C:26]2[CH:27]=[CH:28][C:29]([O:32][CH2:36][CH2:37][C:38]3[CH:45]=[CH:44][C:41]([C:42]#[N:43])=[CH:40][CH:39]=3)=[CH:30][CH:31]=2)[C:17]=1[N:18]1[CH2:19][CH2:20][C:21]([CH3:24])([CH3:25])[CH2:22][CH2:23]1)[C:7]([O:9][CH2:10][CH3:11])=[O:8])([CH3:2])([CH3:3])[CH3:4]. (7) Given the reactants [Cl:1][C:2]1[C:7]([F:8])=[CH:6][CH:5]=[C:4]([Cl:9])[C:3]=1[C@H:10]([O:12][C:13]1[C:14]([NH2:28])=[N:15][CH:16]=[C:17](B2OC(C)(C)C(C)(C)O2)[CH:18]=1)[CH3:11].I[C:30]1[CH:31]=[N:32][N:33]([CH:35]2[CH2:38][C:37]3([CH2:43][CH2:42][N:41]([C:44]([O:46][C:47]([CH3:50])([CH3:49])[CH3:48])=[O:45])[CH2:40][CH2:39]3)[CH2:36]2)[CH:34]=1.N#N.C([O-])([O-])=O.[Na+].[Na+], predict the reaction product. The product is: [NH2:28][C:14]1[N:15]=[CH:16][C:17]([C:30]2[CH:31]=[N:32][N:33]([CH:35]3[CH2:36][C:37]4([CH2:43][CH2:42][N:41]([C:44]([O:46][C:47]([CH3:50])([CH3:49])[CH3:48])=[O:45])[CH2:40][CH2:39]4)[CH2:38]3)[CH:34]=2)=[CH:18][C:13]=1[O:12][C@@H:10]([C:3]1[C:4]([Cl:9])=[CH:5][CH:6]=[C:7]([F:8])[C:2]=1[Cl:1])[CH3:11].